From a dataset of CYP2D6 inhibition data for predicting drug metabolism from PubChem BioAssay. Regression/Classification. Given a drug SMILES string, predict its absorption, distribution, metabolism, or excretion properties. Task type varies by dataset: regression for continuous measurements (e.g., permeability, clearance, half-life) or binary classification for categorical outcomes (e.g., BBB penetration, CYP inhibition). Dataset: cyp2d6_veith. The drug is Nc1nonc1-c1nc2ccccc2n1Cc1ccc(F)cc1Cl. The result is 0 (non-inhibitor).